This data is from Forward reaction prediction with 1.9M reactions from USPTO patents (1976-2016). The task is: Predict the product of the given reaction. Given the reactants CI.[Br:3][C:4]1[N:9]=[C:8]([NH:10][C:11]([NH2:13])=S)[CH:7]=[CH:6][CH:5]=1.[CH3:14][O:15][C:16]1[CH:23]=[CH:22][CH:21]=[CH:20][C:17]=1[CH2:18][NH2:19].ClCCl.CCCCC, predict the reaction product. The product is: [Br:3][C:4]1[N:9]=[C:8]([NH:10][C:11]([NH:19][CH2:18][C:17]2[CH:20]=[CH:21][CH:22]=[CH:23][C:16]=2[O:15][CH3:14])=[NH:13])[CH:7]=[CH:6][CH:5]=1.